Predict the reactants needed to synthesize the given product. From a dataset of Full USPTO retrosynthesis dataset with 1.9M reactions from patents (1976-2016). Given the product [N:24]1([CH2:30][CH2:31][CH2:32][NH:33][C:21]([C:17]2[C:18]3[C:13](=[CH:12][C:11]([O:10][C:8]4[CH:7]=[CH:6][N:5]=[C:4]5[CH:3]=[CH:2][S:1][C:9]=45)=[CH:20][CH:19]=3)[CH:14]=[CH:15][CH:16]=2)=[O:22])[CH2:29][CH2:28][O:27][CH2:26][CH2:25]1, predict the reactants needed to synthesize it. The reactants are: [S:1]1[C:9]2[C:4](=[N:5][CH:6]=[CH:7][C:8]=2[O:10][C:11]2[CH:12]=[C:13]3[C:18](=[CH:19][CH:20]=2)[C:17]([C:21](O)=[O:22])=[CH:16][CH:15]=[CH:14]3)[CH:3]=[CH:2]1.[N:24]1([CH2:30][CH2:31][CH2:32][NH2:33])[CH2:29][CH2:28][O:27][CH2:26][CH2:25]1.